The task is: Predict the reaction yield, written as a fraction of the theoretical maximum amount of product (1.0 means a 100% yield; for example, 0.34 means a 34% yield).. This data is from Reaction yield outcomes from USPTO patents with 853,638 reactions. (1) The reactants are C(NC(C)C)(C)C.C([Li])CCC.[I:13][C:14]1[CH:19]=[CH:18][C:17]([CH2:20][C:21]([OH:23])=[O:22])=[CH:16][CH:15]=1.I[CH2:25][CH:26]1[CH2:30][CH2:29][CH2:28][CH2:27]1. The catalyst is O1CCCC1.CN1CCCN(C)C1=O. The product is [CH:26]1([CH2:25][CH:20]([C:17]2[CH:16]=[CH:15][C:14]([I:13])=[CH:19][CH:18]=2)[C:21]([OH:23])=[O:22])[CH2:30][CH2:29][CH2:28][CH2:27]1. The yield is 0.578. (2) The reactants are [CH:1]([C:4]1[C:13]2[O:12][CH2:11][CH2:10][O:9][C:8]=2[CH:7]=[CH:6][C:5]=1[O:14]C)([CH3:3])[CH3:2].B(Br)(Br)Br. The catalyst is C(Cl)Cl. The product is [CH:1]([C:4]1[C:13]2[O:12][CH2:11][CH2:10][O:9][C:8]=2[CH:7]=[CH:6][C:5]=1[OH:14])([CH3:3])[CH3:2]. The yield is 0.630. (3) The reactants are [OH:1][C:2]1[CH:3]=[C:4]([CH2:9][C:10]#[N:11])[CH:5]=[CH:6][C:7]=1[OH:8].CO[C:14](OC)([CH3:16])[CH3:15].CC1C=CC(S(O)(=O)=O)=CC=1. The catalyst is C1(C)C=CC=CC=1. The product is [CH3:15][C:14]1([CH3:16])[O:8][C:7]2[CH:6]=[CH:5][C:4]([CH2:9][C:10]#[N:11])=[CH:3][C:2]=2[O:1]1. The yield is 0.200.